From a dataset of Full USPTO retrosynthesis dataset with 1.9M reactions from patents (1976-2016). Predict the reactants needed to synthesize the given product. Given the product [C:1]([O:5][C:6](=[O:20])[NH:7][C:8]1[CH:13]=[C:12]([N:21]2[CH2:26][CH2:25][O:24][CH2:23][CH2:22]2)[C:11]([C:15]#[N:16])=[CH:10][C:9]=1[N+:17]([O-:19])=[O:18])([CH3:4])([CH3:3])[CH3:2], predict the reactants needed to synthesize it. The reactants are: [C:1]([O:5][C:6](=[O:20])[NH:7][C:8]1[CH:13]=[C:12](F)[C:11]([C:15]#[N:16])=[CH:10][C:9]=1[N+:17]([O-:19])=[O:18])([CH3:4])([CH3:3])[CH3:2].[NH:21]1[CH2:26][CH2:25][O:24][CH2:23][CH2:22]1.